Dataset: Reaction yield outcomes from USPTO patents with 853,638 reactions. Task: Predict the reaction yield, written as a fraction of the theoretical maximum amount of product (1.0 means a 100% yield; for example, 0.34 means a 34% yield). (1) The reactants are [Br:1][C:2]1[CH:8]=[CH:7][C:6]([F:9])=[CH:5][C:3]=1[NH2:4].[N+](C1C=C(S(O)(=O)=O)C=CC=1)([O-])=O.P(=O)(O)(O)O.[CH2:28]([C:32](=[CH2:35])[CH:33]=O)[CH2:29][CH2:30][CH3:31].O.N. The catalyst is O. The product is [Br:1][C:2]1[CH:8]=[CH:7][C:6]([F:9])=[C:5]2[C:3]=1[N:4]=[CH:35][C:32]([CH2:28][CH2:29][CH2:30][CH3:31])=[CH:33]2. The yield is 0.192. (2) The reactants are [CH:1]([OH:4])([CH3:3])[CH3:2].[N+:5]([C:8]1[CH:13]=[C:12]([N+:14]([O-:16])=[O:15])[CH:11]=[CH:10][C:9]=1[CH2:17][C:18](Cl)=[O:19])([O-:7])=[O:6]. The catalyst is C(Cl)Cl. The product is [N+:5]([C:8]1[CH:13]=[C:12]([N+:14]([O-:16])=[O:15])[CH:11]=[CH:10][C:9]=1[CH2:17][C:18]([O:4][CH:1]([CH3:3])[CH3:2])=[O:19])([O-:7])=[O:6]. The yield is 0.360. (3) The reactants are Br[C:2]1[CH:3]=[CH:4][C:5]2[C:11]3[N:12]([CH:20]4[CH2:25][CH2:24][CH2:23][CH2:22][O:21]4)[N:13]=[C:14]([C:15]([O:17][CH2:18][CH3:19])=[O:16])[C:10]=3[CH2:9][O:8][C:6]=2[CH:7]=1.[CH3:26][O:27][C@H:28]1[CH2:32][CH2:31][NH:30][CH2:29]1.C1C=CC(P(C2C(C3C(P(C4C=CC=CC=4)C4C=CC=CC=4)=CC=C4C=3C=CC=C4)=C3C(C=CC=C3)=CC=2)C2C=CC=CC=2)=CC=1.C(=O)([O-])[O-].[Cs+].[Cs+]. The catalyst is C1(C)C=CC=CC=1.C([O-])(=O)C.[Pd+2].C([O-])(=O)C. The product is [CH3:26][O:27][C@H:28]1[CH2:32][CH2:31][N:30]([C:2]2[CH:3]=[CH:4][C:5]3[C:11]4[N:12]([CH:20]5[CH2:25][CH2:24][CH2:23][CH2:22][O:21]5)[N:13]=[C:14]([C:15]([O:17][CH2:18][CH3:19])=[O:16])[C:10]=4[CH2:9][O:8][C:6]=3[CH:7]=2)[CH2:29]1. The yield is 0.590.